This data is from Catalyst prediction with 721,799 reactions and 888 catalyst types from USPTO. The task is: Predict which catalyst facilitates the given reaction. (1) Reactant: [Cl:1][C:2]1[CH:7]=[CH:6][C:5]([CH:8]([C:26]2[CH:31]=[CH:30][C:29]([Cl:32])=[CH:28][CH:27]=2)[C:9]2[CH:10]=[C:11]3[C:16](=[CH:17][CH:18]=2)[N:15]=[N:14][CH:13]=[C:12]3[NH:19][CH:20]2[CH2:25][CH2:24][NH:23][CH2:22][CH2:21]2)=[CH:4][CH:3]=1.C(N(CC)CC)C.Cl[S:41]([C:44]1[CH:45]=[C:46]([CH:50]=[CH:51][CH:52]=1)[C:47]([OH:49])=[O:48])(=[O:43])=[O:42]. Product: [Cl:1][C:2]1[CH:7]=[CH:6][C:5]([CH:8]([C:26]2[CH:27]=[CH:28][C:29]([Cl:32])=[CH:30][CH:31]=2)[C:9]2[CH:10]=[C:11]3[C:16](=[CH:17][CH:18]=2)[N:15]=[N:14][CH:13]=[C:12]3[NH:19][CH:20]2[CH2:21][CH2:22][N:23]([S:41]([C:44]3[CH:45]=[C:46]([CH:50]=[CH:51][CH:52]=3)[C:47]([OH:49])=[O:48])(=[O:43])=[O:42])[CH2:24][CH2:25]2)=[CH:4][CH:3]=1. The catalyst class is: 4. (2) Reactant: C(Cl)CCl.FC(F)(F)C(O)=O.[O:12]=[C:13]1[CH2:18][O:17][C:16]2[CH:19]=[C:20](/[CH:23]=[CH:24]/[C:25]([OH:27])=O)[CH:21]=[N:22][C:15]=2[NH:14]1.C1C=CC2N(O)N=NC=2C=1.[CH3:38][NH:39][C@@H:40]([C:42]1[O:43][C:44]2[CH:51]=[CH:50][CH:49]=[CH:48][C:45]=2[C:46]=1[CH3:47])[CH3:41].C(N(C(C)C)C(C)C)C. Product: [CH3:38][N:39]([C@@H:40]([C:42]1[O:43][C:44]2[CH:51]=[CH:50][CH:49]=[CH:48][C:45]=2[C:46]=1[CH3:47])[CH3:41])[C:25](=[O:27])/[CH:24]=[CH:23]/[C:20]1[CH:21]=[N:22][C:15]2[NH:14][C:13](=[O:12])[CH2:18][O:17][C:16]=2[CH:19]=1. The catalyst class is: 18. (3) Reactant: [OH-].[K+].[C:3]([C:5]1[CH:6]=[CH:7][C:8]2[N:9]([N:11]=[C:12]([C:25]3[CH:30]=[CH:29][CH:28]=[CH:27][CH:26]=3)[C:13]=2[CH2:14][C:15]2[N:20]=[C:19]([C:21]([O:23]C)=[O:22])[CH:18]=[CH:17][CH:16]=2)[CH:10]=1)#[N:4].Cl. Product: [C:3]([C:5]1[CH:6]=[CH:7][C:8]2[N:9]([N:11]=[C:12]([C:25]3[CH:30]=[CH:29][CH:28]=[CH:27][CH:26]=3)[C:13]=2[CH2:14][C:15]2[N:20]=[C:19]([C:21]([OH:23])=[O:22])[CH:18]=[CH:17][CH:16]=2)[CH:10]=1)#[N:4]. The catalyst class is: 5. (4) Reactant: C([O:8][C:9]1[CH:18]=[C:17]([O:19]CC2C=CC=CC=2)[C:16]([C:27]([CH3:29])=[CH2:28])=[CH:15][C:10]=1[C:11]([O:13][CH3:14])=[O:12])C1C=CC=CC=1.CO. Product: [OH:8][C:9]1[CH:18]=[C:17]([OH:19])[C:16]([CH:27]([CH3:29])[CH3:28])=[CH:15][C:10]=1[C:11]([O:13][CH3:14])=[O:12]. The catalyst class is: 63. (5) Reactant: O.[NH2:2][NH2:3].[OH-].[Na+].[Cl:6][CH2:7][CH2:8][CH2:9][CH2:10][O:11][CH2:12][C:13]1[CH:18]=[CH:17][CH:16]=[CH:15][CH:14]=1.Cl. Product: [ClH:6].[CH2:12]([O:11][CH2:10][CH2:9][CH2:8][CH2:7][NH:2][NH2:3])[C:13]1[CH:18]=[CH:17][CH:16]=[CH:15][CH:14]=1. The catalyst class is: 6. (6) Reactant: [Cl:1][C:2]1[CH:3]=[C:4]([C@@H:12]([CH2:22][CH:23]2[CH2:27][CH2:26][CH2:25][CH2:24]2)[C:13]([NH:15][C:16]2[CH:20]=[CH:19][N:18]([CH3:21])[N:17]=2)=[O:14])[CH:5]=[CH:6][C:7]=1[S:8]([CH3:11])(=[O:10])=[O:9].C(Cl)(=O)C(Cl)=O.N1C(C)=CC=CC=1C.[CH3:42][O:43][C:44]([CH:46]1[CH2:51][CH2:50][CH:49](CN2C=CC(N)=N2)[CH2:48][CH2:47]1)=[O:45]. Product: [CH3:42][O:43][C:44]([CH:46]1[CH2:51][CH2:50][CH:49]([CH2:21][N:18]2[CH:19]=[CH:20][C:16]([NH:15][C:13](=[O:14])[C@@H:12]([C:4]3[CH:5]=[CH:6][C:7]([S:8]([CH3:11])(=[O:10])=[O:9])=[C:2]([Cl:1])[CH:3]=3)[CH2:22][CH:23]3[CH2:24][CH2:25][CH2:26][CH2:27]3)=[N:17]2)[CH2:48][CH2:47]1)=[O:45]. The catalyst class is: 2. (7) Reactant: [F:1][C:2]([F:25])([C:8]1[C:9]2[CH:16]=[CH:15][N:14]([CH2:17][O:18][CH2:19][CH2:20][Si:21]([CH3:24])([CH3:23])[CH3:22])[C:10]=2[N:11]=[CH:12][N:13]=1)C(OCC)=O.C(=O)([O-])[O-].[Na+].[Na+].[F-].[K+]. Product: [F:25][CH:2]([F:1])[C:8]1[C:9]2[CH:16]=[CH:15][N:14]([CH2:17][O:18][CH2:19][CH2:20][Si:21]([CH3:23])([CH3:22])[CH3:24])[C:10]=2[N:11]=[CH:12][N:13]=1. The catalyst class is: 24. (8) Reactant: [CH2:1]([O:3][C:4]([C:6]1[C:11](Cl)=[CH:10][C:9]([C:13]([F:16])([F:15])[F:14])=[CH:8][N:7]=1)=[O:5])[CH3:2].[CH2:17](C([Sn])=C(CCCC)CCCC)[CH2:18]CC. Product: [CH2:1]([O:3][C:4]([C:6]1[CH:11]=[CH:10][C:9]([C:13]([F:16])([F:15])[F:14])=[C:8]([CH:17]=[CH2:18])[N:7]=1)=[O:5])[CH3:2]. The catalyst class is: 77. (9) Reactant: [Cl:1][C:2]1[N:6]2[CH:7]=[CH:8][CH:9]=[C:10]([C:11]([F:14])([F:13])[F:12])[C:5]2=[N:4][C:3]=1[C:15]([OH:17])=O.C(N(C(C)C)C(C)C)C.[NH:27]1[CH2:32][CH2:31][CH:30]([N:33]2[CH2:37][CH2:36][O:35][C:34]2=[O:38])[CH2:29][CH2:28]1.F[P-](F)(F)(F)(F)F.CN(C(ON1C2=NC=CC=C2N=N1)=[N+](C)C)C. Product: [Cl:1][C:2]1[N:6]2[CH:7]=[CH:8][CH:9]=[C:10]([C:11]([F:12])([F:13])[F:14])[C:5]2=[N:4][C:3]=1[C:15]([N:27]1[CH2:28][CH2:29][CH:30]([N:33]2[CH2:37][CH2:36][O:35][C:34]2=[O:38])[CH2:31][CH2:32]1)=[O:17]. The catalyst class is: 9. (10) Reactant: CO[C:3]1[C:15]([O:16][CH3:17])=[CH:14][CH:13]=[CH:12][C:4]=1[C:5]([O:7][C:8]([CH3:11])([CH3:10])[CH3:9])=[O:6].[CH2:18]([Mg]Cl)[CH2:19][CH3:20].CCOCC.C(O)(=O)C. Product: [CH3:17][O:16][C:15]1[C:3]([CH2:18][CH2:19][CH3:20])=[C:4]([CH:12]=[CH:13][CH:14]=1)[C:5]([O:7][C:8]([CH3:9])([CH3:10])[CH3:11])=[O:6]. The catalyst class is: 20.